This data is from Catalyst prediction with 721,799 reactions and 888 catalyst types from USPTO. The task is: Predict which catalyst facilitates the given reaction. (1) Reactant: O.[C:2]1([CH3:13])[CH:7]=[CH:6][C:5]([S:8]([NH:11][NH2:12])(=[O:10])=[O:9])=[CH:4][CH:3]=1.Cl[C:15]1[C:24]2[C:19](=[C:20]([N+:25]([O-:27])=[O:26])[CH:21]=[CH:22][CH:23]=2)[N:18]=[CH:17][N:16]=1. Product: [CH3:13][C:2]1[CH:3]=[CH:4][C:5]([S:8]([NH:11][NH:12][C:15]2[C:24]3[C:19](=[C:20]([N+:25]([O-:27])=[O:26])[CH:21]=[CH:22][CH:23]=3)[N:18]=[CH:17][N:16]=2)(=[O:9])=[O:10])=[CH:6][CH:7]=1. The catalyst class is: 2. (2) Reactant: Cl[C:2]1[C:3]2[C:4](=[CH:13][N:14](CC3C=CC(OC)=CC=3)[N:15]=2)[N:5]=[C:6]([C:8]2[S:9][CH:10]=[CH:11][CH:12]=2)[N:7]=1.[NH2:25][C:26]1[CH:31]=[CH:30][C:29]([C:32]([N:34]2[CH2:39][CH2:38][O:37][CH2:36][CH2:35]2)=[O:33])=[CH:28][CH:27]=1.Cl. Product: [O:37]1[CH2:36][CH2:35][N:34]([C:32]([C:29]2[CH:30]=[CH:31][C:26]([NH:25][C:2]3[C:3]4[NH:15][N:14]=[CH:13][C:4]=4[N:5]=[C:6]([C:8]4[S:9][CH:10]=[CH:11][CH:12]=4)[N:7]=3)=[CH:27][CH:28]=2)=[O:33])[CH2:39][CH2:38]1. The catalyst class is: 71. (3) Reactant: [CH3:1][C:2]1[CH:3]=[N:4][C:5]([C:8]([OH:10])=O)=[N:6][CH:7]=1.[C:11]1([N:20]2[CH2:24][CH2:23][C@H:22]([NH2:25])[CH2:21]2)[C:12]2[N:13]([CH:17]=[CH:18][CH:19]=2)[CH:14]=[CH:15][N:16]=1.C(N(CC)CC)C.CN(C(ON1N=NC2C=CC=NC1=2)=[N+](C)C)C.F[P-](F)(F)(F)(F)F. Product: [CH3:1][C:2]1[CH:7]=[N:6][C:5]([C:8]([NH:25][C@H:22]2[CH2:23][CH2:24][N:20]([C:11]3[C:12]4[N:13]([CH:17]=[CH:18][CH:19]=4)[CH:14]=[CH:15][N:16]=3)[CH2:21]2)=[O:10])=[N:4][CH:3]=1. The catalyst class is: 16. (4) Reactant: [F:1][C:2]1[CH:7]=[CH:6][C:5]([CH2:8][C:9](=O)[CH:10]([CH3:12])[CH3:11])=[CH:4][C:3]=1[O:14][CH2:15][CH2:16][O:17][CH3:18].C([O-])(=O)C.[NH4+].[BH3-]C#[N:26].[Na+]. Product: [F:1][C:2]1[CH:7]=[CH:6][C:5]([CH2:8][CH:9]([NH2:26])[CH:10]([CH3:12])[CH3:11])=[CH:4][C:3]=1[O:14][CH2:15][CH2:16][O:17][CH3:18]. The catalyst class is: 5. (5) Reactant: CC(OI1(OC(C)=O)(OC(C)=O)OC(=O)C2C=CC=CC1=2)=O.[Br:23][C:24]1[CH:29]=[CH:28][C:27]([F:30])=[CH:26][C:25]=1[CH:31]([C:33]1[CH:38]=[CH:37][CH:36]=[CH:35][CH:34]=1)[OH:32]. Product: [Br:23][C:24]1[CH:29]=[CH:28][C:27]([F:30])=[CH:26][C:25]=1[C:31]([C:33]1[CH:34]=[CH:35][CH:36]=[CH:37][CH:38]=1)=[O:32]. The catalyst class is: 91. (6) Reactant: [Cl:1][C:2]1[CH:7]=[CH:6][C:5]([F:8])=[CH:4][C:3]=1[C:9]1[CH2:14][CH2:13][N:12](C(OC(C)(C)C)=O)[CH2:11][CH:10]=1.Cl. Product: [ClH:1].[Cl:1][C:2]1[CH:7]=[CH:6][C:5]([F:8])=[CH:4][C:3]=1[C:9]1[CH2:14][CH2:13][NH:12][CH2:11][CH:10]=1. The catalyst class is: 158.